The task is: Regression. Given a peptide amino acid sequence and an MHC pseudo amino acid sequence, predict their binding affinity value. This is MHC class I binding data.. This data is from Peptide-MHC class I binding affinity with 185,985 pairs from IEDB/IMGT. (1) The peptide sequence is SLGQHIYET. The MHC is HLA-A02:12 with pseudo-sequence HLA-A02:12. The binding affinity (normalized) is 0.710. (2) The peptide sequence is SLNFMGYVI. The MHC is HLA-A02:01 with pseudo-sequence HLA-A02:01. The binding affinity (normalized) is 0.336. (3) The peptide sequence is FLKEKGGL. The MHC is HLA-A68:02 with pseudo-sequence HLA-A68:02. The binding affinity (normalized) is 0. (4) The peptide sequence is FTDPEIVAE. The MHC is HLA-A01:01 with pseudo-sequence HLA-A01:01. The binding affinity (normalized) is 0.0847. (5) The peptide sequence is NPLWPFETV. The MHC is HLA-B51:01 with pseudo-sequence HLA-B51:01. The binding affinity (normalized) is 0.497. (6) The peptide sequence is DLMEFIDGI. The MHC is HLA-A02:17 with pseudo-sequence HLA-A02:17. The binding affinity (normalized) is 0.299.